Dataset: Forward reaction prediction with 1.9M reactions from USPTO patents (1976-2016). Task: Predict the product of the given reaction. (1) The product is: [CH2:14]([O:13][CH2:12][CH2:11][O:1][C:2]1[CH:3]=[C:4]([CH:7]=[CH:8][CH:9]=1)[CH:5]=[O:6])[C:15]1[CH:20]=[CH:19][CH:18]=[CH:17][CH:16]=1. Given the reactants [OH:1][C:2]1[CH:3]=[C:4]([CH:7]=[CH:8][CH:9]=1)[CH:5]=[O:6].Br[CH2:11][CH2:12][O:13][CH2:14][C:15]1[CH:20]=[CH:19][CH:18]=[CH:17][CH:16]=1.C([O-])([O-])=O.[K+].[K+].O, predict the reaction product. (2) Given the reactants [CH2:1]([C@@:4]1([CH3:25])[CH2:9][C@H:8]([C:10]2[CH:15]=[CH:14][CH:13]=[C:12]([Cl:16])[CH:11]=2)[C@H:7]([C:17]2[CH:22]=[CH:21][C:20]([Cl:23])=[CH:19][CH:18]=2)[O:6][C:5]1=[O:24])[CH:2]=[CH2:3].[NH2:26][C@@H:27]([CH:30]1[CH2:32][CH2:31]1)[CH2:28][OH:29].Cl, predict the reaction product. The product is: [Cl:16][C:12]1[CH:11]=[C:10]([C@H:8]([CH:7]([C:17]2[CH:22]=[CH:21][C:20]([Cl:23])=[CH:19][CH:18]=2)[OH:6])[CH2:9][C@:4]([CH3:25])([CH2:1][CH:2]=[CH2:3])[C:5]([NH:26][C@@H:27]([CH:30]2[CH2:32][CH2:31]2)[CH2:28][OH:29])=[O:24])[CH:15]=[CH:14][CH:13]=1. (3) Given the reactants [CH2:1]([O:3][C:4](=[O:18])/[CH:5]=[CH:6]/[C:7]1[CH:16]=[C:15]([Cl:17])[C:10]2[O:11][CH2:12][CH2:13][O:14][C:9]=2[CH:8]=1)[CH3:2].[Br-].[F:20][C:21]1[CH:32]=[CH:31][CH:30]=[CH:29][C:22]=1[CH2:23][S+]1CCCC1, predict the reaction product. The product is: [CH2:1]([O:3][C:4]([C@@H:5]1[C@H:23]([C:22]2[CH:29]=[CH:30][CH:31]=[CH:32][C:21]=2[F:20])[C@H:6]1[C:7]1[CH:16]=[C:15]([Cl:17])[C:10]2[O:11][CH2:12][CH2:13][O:14][C:9]=2[CH:8]=1)=[O:18])[CH3:2]. (4) The product is: [C:1]([O:5][C:6](=[O:36])[CH2:7][C@H:8]([NH:16][S:17]([C:20]1[CH:25]=[CH:24][C:23]([NH:26][C:27](=[O:34])[CH2:28][CH2:29][CH2:30][N:31]([CH3:33])[CH3:32])=[CH:22][C:21]=1[O:35][CH2:48][CH2:47][C:42]1[CH:43]=[CH:44][CH:45]=[C:46]2[C:41]=1[CH:40]=[CH:39][CH:38]=[N:37]2)(=[O:19])=[O:18])[CH:9]([O:10][CH2:11][CH3:12])[O:13][CH2:14][CH3:15])([CH3:3])([CH3:2])[CH3:4]. Given the reactants [C:1]([O:5][C:6](=[O:36])[CH2:7][C@H:8]([NH:16][S:17]([C:20]1[CH:25]=[CH:24][C:23]([NH:26][C:27](=[O:34])[CH2:28][CH2:29][CH2:30][N:31]([CH3:33])[CH3:32])=[CH:22][C:21]=1[OH:35])(=[O:19])=[O:18])[CH:9]([O:13][CH2:14][CH3:15])[O:10][CH2:11][CH3:12])([CH3:4])([CH3:3])[CH3:2].[N:37]1[C:46]2[C:41](=[C:42]([CH2:47][CH2:48]O)[CH:43]=[CH:44][CH:45]=2)[CH:40]=[CH:39][CH:38]=1.C1(P(C2C=CC=CC=2)C2C=CC=CC=2)C=CC=CC=1.N(C(OCC)=O)=NC(OCC)=O, predict the reaction product. (5) The product is: [CH3:17][C:18]1([CH3:26])[O:23][C:22](=[O:24])[CH:21]([C:14]([CH:11]2[CH2:10][CH2:9][N:8]([C:6]([O:5][C:1]([CH3:2])([CH3:3])[CH3:4])=[O:7])[CH2:13][CH2:12]2)=[O:16])[C:20](=[O:25])[O:19]1. Given the reactants [C:1]([O:5][C:6]([N:8]1[CH2:13][CH2:12][CH:11]([C:14]([OH:16])=O)[CH2:10][CH2:9]1)=[O:7])([CH3:4])([CH3:3])[CH3:2].[CH3:17][C:18]1([CH3:26])[O:23][C:22](=[O:24])[CH2:21][C:20](=[O:25])[O:19]1.Cl.CN(C)CCCN=C=NCC.O, predict the reaction product. (6) The product is: [CH3:18][O:17][CH2:16][CH2:15][CH2:14][C:5]1[CH:6]=[CH:7][CH:8]=[C:9]2[C:4]=1[C:3]([C:10]([NH2:12])=[O:11])=[N:2][NH:1]2. Given the reactants [NH:1]1[C:9]2[C:4](=[CH:5][CH:6]=[CH:7][CH:8]=2)[C:3]([C:10]([NH2:12])=[O:11])=[N:2]1.Br[CH2:14][CH2:15][CH2:16][O:17][CH3:18].[H-].[Na+].O, predict the reaction product. (7) Given the reactants [Cl:1][C:2]1[C:3]([C:12]2[C:17]([F:18])=[CH:16][C:15]([Cl:19])=[C:14]([O:20][CH3:21])[C:13]=2[N+:22]([O-])=O)=[N:4][N:5]([CH3:11])[C:6]=1[C:7]([F:10])([F:9])[F:8], predict the reaction product. The product is: [Cl:1][C:2]1[C:3]([C:12]2[C:17]([F:18])=[CH:16][C:15]([Cl:19])=[C:14]([O:20][CH3:21])[C:13]=2[NH2:22])=[N:4][N:5]([CH3:11])[C:6]=1[C:7]([F:9])([F:8])[F:10].